Dataset: Forward reaction prediction with 1.9M reactions from USPTO patents (1976-2016). Task: Predict the product of the given reaction. (1) Given the reactants O.NN.[Cl:4][C:5]1[CH:6]=[C:7]([C:17](=O)[C:18]([OH:20])=[O:19])[CH:8]=[CH:9][C:10]=1[S:11][CH:12]1[CH2:16][CH2:15][CH2:14][CH2:13]1.[OH-].[K+].O, predict the reaction product. The product is: [Cl:4][C:5]1[CH:6]=[C:7]([CH2:17][C:18]([OH:20])=[O:19])[CH:8]=[CH:9][C:10]=1[S:11][CH:12]1[CH2:16][CH2:15][CH2:14][CH2:13]1. (2) Given the reactants [C:1]([CH:5]1[CH2:10][CH2:9][CH:8]([O:11][C:12]2[CH:13]=[C:14]3[C:18](=[CH:19][CH:20]=2)[NH:17][CH2:16][CH2:15]3)[CH2:7][CH2:6]1)([CH3:4])([CH3:3])[CH3:2].C1C=C2N=NN(O)C2=CC=1.O.[C:32]([O:36][C:37](=[O:51])[CH2:38][CH:39]([NH:43][C:44]([O:46][C:47]([CH3:50])([CH3:49])[CH3:48])=[O:45])[C:40](O)=[O:41])([CH3:35])([CH3:34])[CH3:33].Cl.CN(C)CCCN=C=NCC, predict the reaction product. The product is: [C:32]([O:36][C:37](=[O:51])[CH2:38][CH:39]([NH:43][C:44]([O:46][C:47]([CH3:50])([CH3:49])[CH3:48])=[O:45])[C:40]([N:17]1[C:18]2[C:14](=[CH:13][C:12]([O:11][C@H:8]3[CH2:9][CH2:10][C@H:5]([C:1]([CH3:4])([CH3:2])[CH3:3])[CH2:6][CH2:7]3)=[CH:20][CH:19]=2)[CH2:15][CH2:16]1)=[O:41])([CH3:35])([CH3:34])[CH3:33]. (3) Given the reactants [Br:1][C:2]1[CH:3]=[CH:4][C:5]2[N:6]([C:8]([C:11]([NH:13][C:14]3[CH:19]=[C:18]([C:20]4[N:24]=[C:23]([CH2:25]O)[O:22][N:21]=4)[CH:17]=[CH:16][C:15]=3[CH3:27])=[O:12])=[CH:9][N:10]=2)[CH:7]=1.CCN(C(C)C)C(C)C.CS(Cl)(=O)=O.[NH:42]1[CH2:45][CH:44]([C:46]#[N:47])[CH2:43]1, predict the reaction product. The product is: [Br:1][C:2]1[CH:3]=[CH:4][C:5]2[N:6]([C:8]([C:11]([NH:13][C:14]3[CH:19]=[C:18]([C:20]4[N:24]=[C:23]([CH2:25][N:42]5[CH2:45][CH:44]([C:46]#[N:47])[CH2:43]5)[O:22][N:21]=4)[CH:17]=[CH:16][C:15]=3[CH3:27])=[O:12])=[CH:9][N:10]=2)[CH:7]=1. (4) Given the reactants Cl.[Cl:2][C:3]1[CH:19]=[CH:18][CH:17]=[C:16]([F:20])[C:4]=1[CH2:5][N:6]1[CH2:11][CH2:10][N:9]([CH2:12][C:13]([OH:15])=O)[CH2:8][CH2:7]1.[NH2:21][C@@H:22]([CH2:40][O:41][CH2:42][C:43]1[CH:48]=[CH:47][CH:46]=[CH:45][CH:44]=1)[C:23]([NH:25][C:26]1[CH:31]=[CH:30][C:29]([O:32][C:33]2[CH:38]=[CH:37][C:36]([F:39])=[CH:35][CH:34]=2)=[CH:28][CH:27]=1)=[O:24], predict the reaction product. The product is: [CH2:42]([O:41][CH2:40][C@H:22]([NH:21][C:13](=[O:15])[CH2:12][N:9]1[CH2:8][CH2:7][N:6]([CH2:5][C:4]2[C:16]([F:20])=[CH:17][CH:18]=[CH:19][C:3]=2[Cl:2])[CH2:11][CH2:10]1)[C:23]([NH:25][C:26]1[CH:31]=[CH:30][C:29]([O:32][C:33]2[CH:38]=[CH:37][C:36]([F:39])=[CH:35][CH:34]=2)=[CH:28][CH:27]=1)=[O:24])[C:43]1[CH:48]=[CH:47][CH:46]=[CH:45][CH:44]=1. (5) The product is: [Cl:35][C:33]1[CH:34]=[C:29]([CH:30]=[C:31]([Cl:36])[CH:32]=1)[CH2:28][CH:20]([CH3:19])[C:21]([OH:23])=[O:22]. Given the reactants C(OC(=O)CC1(C(N[CH2:19][CH:20]([CH2:28][C:29]2[CH:34]=[C:33]([Cl:35])[CH:32]=[C:31]([Cl:36])[CH:30]=2)[C:21]([O:23]C(C)(C)C)=[O:22])=O)CCCC1)C1C=CC=CC=1.CC1C(C)=C(C)C(C)=C(C)C=1, predict the reaction product. (6) Given the reactants [NH2:1][CH2:2][C@@H:3]([F:8])[C:4]([CH3:7])([OH:6])[CH3:5].[Cl:9][C:10]1[CH:18]=[C:17]([NH:19][C@H:20]2[CH2:25][CH2:24][CH2:23][CH:22]([OH:26])[CH2:21]2)[C:13]([C:14](O)=[O:15])=[CH:12][N:11]=1, predict the reaction product. The product is: [Cl:9][C:10]1[CH:18]=[C:17]([NH:19][C@H:20]2[CH2:25][CH2:24][CH2:23][CH:22]([OH:26])[CH2:21]2)[C:13]([C:14]([NH:1][CH2:2][CH:3]([F:8])[C:4]([OH:6])([CH3:7])[CH3:5])=[O:15])=[CH:12][N:11]=1.